From a dataset of Catalyst prediction with 721,799 reactions and 888 catalyst types from USPTO. Predict which catalyst facilitates the given reaction. (1) Reactant: [N+:1]([C:4]1[CH:5]=[C:6]([C:10]2[N:14]([CH3:15])[C:13]3[CH:16]=[CH:17][C:18]([C:20]([O:22][CH3:23])=[O:21])=[CH:19][C:12]=3[N:11]=2)[N:7]([CH3:9])[CH:8]=1)([O-])=O.C([O-])=O.[NH4+].[C:28](O[C:28]([O:30][C:31]([CH3:34])([CH3:33])[CH3:32])=[O:29])([O:30][C:31]([CH3:34])([CH3:33])[CH3:32])=[O:29]. Product: [C:31]([O:30][C:28]([NH:1][C:4]1[CH:5]=[C:6]([C:10]2[N:14]([CH3:15])[C:13]3[CH:16]=[CH:17][C:18]([C:20]([O:22][CH3:23])=[O:21])=[CH:19][C:12]=3[N:11]=2)[N:7]([CH3:9])[CH:8]=1)=[O:29])([CH3:34])([CH3:33])[CH3:32]. The catalyst class is: 105. (2) Reactant: C(OC([NH:8][CH2:9][C@H:10]1[CH2:19][CH2:18][C:17]2[C:12](=[CH:13][CH:14]=[C:15]([O:20][C:21]3[CH:31]=[CH:30][CH:29]=[CH:28][C:22]=3[C:23]([O:25][CH2:26][CH3:27])=[O:24])[CH:16]=2)[O:11]1)=O)(C)(C)C.[ClH:32].C(OCC)C. Product: [ClH:32].[NH2:8][CH2:9][C@H:10]1[CH2:19][CH2:18][C:17]2[C:12](=[CH:13][CH:14]=[C:15]([O:20][C:21]3[CH:31]=[CH:30][CH:29]=[CH:28][C:22]=3[C:23]([O:25][CH2:26][CH3:27])=[O:24])[CH:16]=2)[O:11]1. The catalyst class is: 2. (3) Product: [C:14]([N:17]1[CH2:21][CH2:20][CH:19]=[C:18]1[C:23]1[C:24]([O:38][C:39]2[CH:40]=[CH:41][C:42]([S:45]([CH3:48])(=[O:46])=[O:47])=[CH:43][CH:44]=2)=[CH:25][C:26]2[N:30]=[C:29]([C:31]3[CH:36]=[CH:35][CH:34]=[CH:33][N:32]=3)[NH:28][C:27]=2[CH:37]=1)(=[O:16])[CH3:15]. The catalyst class is: 22. Reactant: COCCN(S(F)(F)F)CCOC.[C:14]([N:17]1[CH2:21][CH2:20][CH:19](O)[CH:18]1[C:23]1[C:24]([O:38][C:39]2[CH:44]=[CH:43][C:42]([S:45]([CH3:48])(=[O:47])=[O:46])=[CH:41][CH:40]=2)=[CH:25][C:26]2[N:30]=[C:29]([C:31]3[CH:36]=[CH:35][CH:34]=[CH:33][N:32]=3)[NH:28][C:27]=2[CH:37]=1)(=[O:16])[CH3:15]. (4) Reactant: [F:1][C:2]1[C:31]([O:32][CH3:33])=[CH:30][C:29]([O:34][CH3:35])=[C:28]([F:36])[C:3]=1[CH2:4][O:5][C:6]1[CH:7]=[N:8][C:9]([NH:12][C:13]2[N:17]([CH:18]3[CH2:23][CH2:22][CH2:21][CH2:20][O:19]3)[N:16]=[C:15]([C:24]([O:26]C)=[O:25])[CH:14]=2)=[N:10][CH:11]=1.C(O)C.[OH-].[Na+].Cl. Product: [F:1][C:2]1[C:31]([O:32][CH3:33])=[CH:30][C:29]([O:34][CH3:35])=[C:28]([F:36])[C:3]=1[CH2:4][O:5][C:6]1[CH:7]=[N:8][C:9]([NH:12][C:13]2[N:17]([CH:18]3[CH2:23][CH2:22][CH2:21][CH2:20][O:19]3)[N:16]=[C:15]([C:24]([OH:26])=[O:25])[CH:14]=2)=[N:10][CH:11]=1. The catalyst class is: 7. (5) Reactant: CC1(C)OC2C[CH2:8][CH:9]([C:11]3[CH:16]=[CH:15][C:14]([N:17]4CC(CNC(=O)C)OC4=O)=[CH:13][C:12]=3[F:28])CC2O1.[OH2:30].C1(C)C=CC(S(O)(=O)=[O:38])=CC=1. Product: [F:28][C:12]1[CH:13]=[C:14]([N+:17]([O-:38])=[O:30])[CH:15]=[CH:16][C:11]=1[CH:9]=[CH2:8]. The catalyst class is: 127. (6) Reactant: [NH2:1][C:2]1[N:3]([CH3:26])[C:4](=[O:25])[C:5]([C:17]2[CH:18]=[C:19]([CH:22]=[CH:23][CH:24]=2)[CH:20]=O)([C:7]2[CH:12]=[CH:11][C:10]([O:13][CH:14]([F:16])[F:15])=[CH:9][CH:8]=2)[N:6]=1.[CH2:27]([NH2:33])[C:28]1[O:32][CH:31]=[CH:30][CH:29]=1.[BH4-].[Na+].[OH-].[Na+]. Product: [NH2:1][C:2]1[N:3]([CH3:26])[C:4](=[O:25])[C:5]([C:7]2[CH:12]=[CH:11][C:10]([O:13][CH:14]([F:16])[F:15])=[CH:9][CH:8]=2)([C:17]2[CH:24]=[CH:23][CH:22]=[C:19]([CH2:20][NH:33][CH2:27][C:28]3[O:32][CH:31]=[CH:30][CH:29]=3)[CH:18]=2)[N:6]=1. The catalyst class is: 5. (7) Reactant: CN(C(ON1N=NC2C=CC=NC1=2)=[N+](C)C)C.F[P-](F)(F)(F)(F)F.CCN(C(C)C)C(C)C.[C:34]([O:38][C:39]([NH:41][C@H:42]1[C:50]2[C:45](=[CH:46][CH:47]=[C:48]([C:51]([OH:53])=O)[CH:49]=2)[CH2:44][CH2:43]1)=[O:40])([CH3:37])([CH3:36])[CH3:35].[CH3:54][NH:55][CH:56]1[CH2:61][CH2:60][N:59]([C:62]2[CH:67]=[CH:66][N:65]=[CH:64][CH:63]=2)[CH2:58][CH2:57]1. Product: [CH3:54][N:55]([CH:56]1[CH2:57][CH2:58][N:59]([C:62]2[CH:63]=[CH:64][N:65]=[CH:66][CH:67]=2)[CH2:60][CH2:61]1)[C:51]([C:48]1[CH:49]=[C:50]2[C:45]([CH2:44][CH2:43][C@H:42]2[NH:41][C:39](=[O:40])[O:38][C:34]([CH3:35])([CH3:36])[CH3:37])=[CH:46][CH:47]=1)=[O:53]. The catalyst class is: 266. (8) Product: [CH:5]1([N:4]([CH2:8][C:9]2[CH:10]=[C:11]([CH:45]=[CH:46][CH:47]=2)[C:12]([NH:14][C:15]2[S:16][C:17]3[CH2:44][CH2:43][CH2:42][CH2:41][C:18]=3[C:19]=2[C:20]([NH:22][C:23]2[CH:28]=[CH:27][C:26]([CH2:29][CH2:30][C:31]3[CH:32]=[CH:33][C:34]([C:35]([O:37][CH3:38])=[O:36])=[CH:39][CH:40]=3)=[CH:25][CH:24]=2)=[O:21])=[O:13])[CH2:3][CH2:2][NH:1][CH2:49][C:50]([O:52][CH2:53][CH3:54])=[O:51])[CH2:7][CH2:6]1. The catalyst class is: 6. Reactant: [NH2:1][CH2:2][CH2:3][N:4]([CH2:8][C:9]1[CH:10]=[C:11]([CH:45]=[CH:46][CH:47]=1)[C:12]([NH:14][C:15]1[S:16][C:17]2[CH2:44][CH2:43][CH2:42][CH2:41][C:18]=2[C:19]=1[C:20]([NH:22][C:23]1[CH:28]=[CH:27][C:26]([CH2:29][CH2:30][C:31]2[CH:40]=[CH:39][C:34]([C:35]([O:37][CH3:38])=[O:36])=[CH:33][CH:32]=2)=[CH:25][CH:24]=1)=[O:21])=[O:13])[CH:5]1[CH2:7][CH2:6]1.Br[CH2:49][C:50]([O:52][CH2:53][CH3:54])=[O:51].C(=O)([O-])[O-].[K+].[K+].CN(C=O)C. (9) Reactant: [NH2:1][C:2]1[S:3][CH:4]=[C:5]([C:12]2[CH:17]=[CH:16][C:15]([CH2:18][CH2:19][CH3:20])=[CH:14][CH:13]=2)[C:6]=1[C:7]([O:9][CH2:10][CH3:11])=[O:8].[C:21](Cl)(=[O:28])[C:22]1[CH:27]=[CH:26][CH:25]=[CH:24][CH:23]=1.N1C=CC=CC=1. Product: [C:21]([NH:1][C:2]1[S:3][CH:4]=[C:5]([C:12]2[CH:13]=[CH:14][C:15]([CH2:18][CH2:19][CH3:20])=[CH:16][CH:17]=2)[C:6]=1[C:7]([O:9][CH2:10][CH3:11])=[O:8])(=[O:28])[C:22]1[CH:27]=[CH:26][CH:25]=[CH:24][CH:23]=1. The catalyst class is: 10.